This data is from Full USPTO retrosynthesis dataset with 1.9M reactions from patents (1976-2016). The task is: Predict the reactants needed to synthesize the given product. (1) Given the product [Br:21][CH2:22][C:23]([NH:1][C@H:2]1[CH2:6][CH2:5][N:4]([C:7]([O:9][C:10]([CH3:13])([CH3:12])[CH3:11])=[O:8])[CH2:3]1)=[O:24], predict the reactants needed to synthesize it. The reactants are: [NH2:1][C@H:2]1[CH2:6][CH2:5][N:4]([C:7]([O:9][C:10]([CH3:13])([CH3:12])[CH3:11])=[O:8])[CH2:3]1.C(N(CC)CC)C.[Br:21][CH2:22][C:23](Br)=[O:24].Cl. (2) Given the product [F:9][CH:5]([F:10])[O:11][CH2:12][C@@H:13]([O:15][C:16]1[CH:17]=[C:18]([CH:23]=[C:24]([O:26][CH2:27][C:28]2[CH:33]=[CH:32][CH:31]=[CH:30][CH:29]=2)[CH:25]=1)[C:19]([O:21][CH3:22])=[O:20])[CH3:14], predict the reactants needed to synthesize it. The reactants are: FS([C:5]([F:10])([F:9])C(O)=O)(=O)=O.[OH:11][CH2:12][C@@H:13]([O:15][C:16]1[CH:17]=[C:18]([CH:23]=[C:24]([O:26][CH2:27][C:28]2[CH:33]=[CH:32][CH:31]=[CH:30][CH:29]=2)[CH:25]=1)[C:19]([O:21][CH3:22])=[O:20])[CH3:14]. (3) Given the product [Cl:1][C:2]1[CH:3]=[CH:4][C:5]([C:8]2[CH:9]=[CH:10][C:11](=[O:22])[NH:12][C:13]=2[C:14]2[CH:19]=[CH:18][C:17]([Cl:20])=[CH:16][C:15]=2[Cl:21])=[CH:6][CH:7]=1, predict the reactants needed to synthesize it. The reactants are: [Cl:1][C:2]1[CH:7]=[CH:6][C:5]([C:8]2[CH:9]=[C:10](C(O)=O)[C:11](=[O:22])[NH:12][C:13]=2[C:14]2[CH:19]=[CH:18][C:17]([Cl:20])=[CH:16][C:15]=2[Cl:21])=[CH:4][CH:3]=1.N1C2C(=CC=CC=2)C=CC=1. (4) Given the product [Cl:1][C:2]1[CH:3]=[C:4]([C:8]2[C:13]3[N:14]([CH2:17][C@H:18]4[CH2:23][CH2:22][C@H:21]([CH3:24])[CH2:20][CH2:19]4)[C:15]([CH:46]([CH:41]4[CH2:45][CH2:44][CH2:43][CH2:42]4)[OH:47])=[N:16][C:12]=3[CH:11]=[C:10]([C:25]#[N:26])[N:9]=2)[CH:5]=[N:6][CH:7]=1, predict the reactants needed to synthesize it. The reactants are: [Cl:1][C:2]1[CH:3]=[C:4]([C:8]2[C:13]3[N:14]([CH2:17][C@H:18]4[CH2:23][CH2:22][C@H:21]([CH3:24])[CH2:20][CH2:19]4)[CH:15]=[N:16][C:12]=3[CH:11]=[C:10]([C:25]#[N:26])[N:9]=2)[CH:5]=[N:6][CH:7]=1.[Cl-].[Cl-].CC1(C)CCCC(C)(C)[N-]1.[Mg+2].[Li+].[CH:41]1([CH:46]=[O:47])[CH2:45][CH2:44][CH2:43][CH2:42]1. (5) Given the product [NH2:38][C@@H:36]([C:32]1[CH:31]=[C:30]([C:2]2[C:20]([F:21])=[CH:19][CH:18]=[C:4]([CH2:5][O:6][C:7]3[CH:12]=[CH:11][CH:10]=[CH:9][C:8]=3[CH2:13][C:14]([OH:16])=[O:15])[CH:3]=2)[CH:35]=[CH:34][CH:33]=1)[CH3:37], predict the reactants needed to synthesize it. The reactants are: Br[C:2]1[CH:3]=[C:4]([CH:18]=[CH:19][C:20]=1[F:21])[CH2:5][O:6][C:7]1[CH:12]=[CH:11][CH:10]=[CH:9][C:8]=1[CH2:13][C:14]([O:16]C)=[O:15].CC1(C)C(C)(C)OB([C:30]2[CH:31]=[C:32]([C@H:36]([NH:38]C(=O)OC(C)(C)C)[CH3:37])[CH:33]=[CH:34][CH:35]=2)O1. (6) Given the product [OH:11][C:12]1[CH:17]=[CH:16][C:15]([S:18][CH2:2][C:3]2[CH:10]=[CH:9][C:6]([CH:7]=[O:8])=[CH:5][CH:4]=2)=[CH:14][CH:13]=1, predict the reactants needed to synthesize it. The reactants are: Br[CH2:2][C:3]1[CH:10]=[CH:9][C:6]([CH:7]=[O:8])=[CH:5][CH:4]=1.[OH:11][C:12]1[CH:17]=[CH:16][C:15]([SH:18])=[CH:14][CH:13]=1.C(N(CC)CC)C. (7) The reactants are: [CH:1]([NH2:4])([CH3:3])[CH3:2].C[Al](C)C.C[O:10][C:11]([C:13]1[S:17][C:16]([CH2:18][CH2:19][C:20]2[C:21]([CH2:26][CH2:27][CH2:28][CH3:29])=[N:22][O:23][C:24]=2[CH3:25])=[N:15][CH:14]=1)=O. Given the product [CH:1]([NH:4][C:11]([C:13]1[S:17][C:16]([CH2:18][CH2:19][C:20]2[C:21]([CH2:26][CH2:27][CH2:28][CH3:29])=[N:22][O:23][C:24]=2[CH3:25])=[N:15][CH:14]=1)=[O:10])([CH3:3])[CH3:2], predict the reactants needed to synthesize it. (8) The reactants are: [C:1](Cl)(=[O:3])[CH3:2].N1C=CC=CC=1.[CH3:11][O:12][C:13]1[N:18]=[CH:17][C:16]([C:19]2[S:20][C:21]3[CH:27]=[C:26]([NH2:28])[CH:25]=[CH:24][C:22]=3[N:23]=2)=[CH:15][CH:14]=1. Given the product [CH3:11][O:12][C:13]1[N:18]=[CH:17][C:16]([C:19]2[S:20][C:21]3[CH:27]=[C:26]([NH:28][C:1](=[O:3])[CH3:2])[CH:25]=[CH:24][C:22]=3[N:23]=2)=[CH:15][CH:14]=1, predict the reactants needed to synthesize it. (9) Given the product [C:1]1([N:11]2[CH2:16][CH2:15][N:14]([CH2:18][CH2:19][C:20]3[CH:21]=[CH:22][C:23]4[C:24]([CH:29]=3)=[N:25][C:26](=[O:28])[N:27]=4)[CH2:13][CH2:12]2)[C:10]2[C:5](=[CH:6][CH:7]=[CH:8][CH:9]=2)[CH:4]=[CH:3][CH:2]=1, predict the reactants needed to synthesize it. The reactants are: [C:1]1([N:11]2[CH2:16][CH2:15][NH:14][CH2:13][CH2:12]2)[C:10]2[C:5](=[CH:6][CH:7]=[CH:8][CH:9]=2)[CH:4]=[CH:3][CH:2]=1.Br[CH2:18][CH2:19][C:20]1[CH:21]=[CH:22][C:23]2[C:24]([CH:29]=1)=[N:25][C:26](=[O:28])[N:27]=2.C(=O)([O-])[O-].[Na+].[Na+].[I-].[Na+]. (10) Given the product [Br:17][C:7]1[CH:8]=[C:9]([S:10][C:11]2[CH:16]=[CH:15][CH:14]=[CH:13][CH:12]=2)[C:4]([NH2:1])=[N:5][CH:6]=1, predict the reactants needed to synthesize it. The reactants are: [N+:1]([C:4]1[C:9]([S:10][C:11]2[CH:16]=[CH:15][CH:14]=[CH:13][CH:12]=2)=[CH:8][CH:7]=[CH:6][N:5]=1)([O-])=O.[Br:17]Br.